This data is from Human liver microsome stability data. The task is: Regression/Classification. Given a drug SMILES string, predict its absorption, distribution, metabolism, or excretion properties. Task type varies by dataset: regression for continuous measurements (e.g., permeability, clearance, half-life) or binary classification for categorical outcomes (e.g., BBB penetration, CYP inhibition). Dataset: hlm. (1) The drug is Cc1cc(C(=O)N[C@@H](Cc2ccc(F)cc2)C(=O)N[C@@H](C[C@@H]2CCCNC2=O)[C@@H](O)C#N)no1. The result is 1 (stable in human liver microsomes). (2) The compound is CC1=CC[C@@]2([C@H](O)C1)[C@@H](C(=O)O)CC[C@H]2C1CCCCC1. The result is 0 (unstable in human liver microsomes). (3) The molecule is COc1cc2ccc(Br)cc2cc1[C@@H](c1ccccc1)[C@@](O)(CCN(C)C)c1cccc2c1CCC2. The result is 0 (unstable in human liver microsomes).